From a dataset of Forward reaction prediction with 1.9M reactions from USPTO patents (1976-2016). Predict the product of the given reaction. (1) Given the reactants [Br:1][C:2]1[CH:7]=[CH:6][C:5]([OH:8])=[CH:4][CH:3]=1.CC1C=C(O)C=CC=1C.[F:18][C:19]([F:38])([F:37])[C:20]1[O:24][C:23]([CH2:25][N:26]2[C:34]3[C:29](=[CH:30][CH:31]=[CH:32][CH:33]=3)[C:28](=[O:35])[C:27]2=[O:36])=[CH:22][CH:21]=1.C1(C(C2C=CC=CC=2)N2C3C(=CC=CC=3)C(=O)C2=O)C=CC=CC=1, predict the reaction product. The product is: [Br:1][C:2]1[CH:7]=[CH:6][C:5]([OH:8])=[C:4]([C:28]2([OH:35])[C:29]3[C:34](=[CH:33][CH:32]=[CH:31][CH:30]=3)[N:26]([CH2:25][C:23]3[O:24][C:20]([C:19]([F:38])([F:37])[F:18])=[CH:21][CH:22]=3)[C:27]2=[O:36])[CH:3]=1. (2) Given the reactants [CH2:1](O)[CH2:2][CH2:3][CH2:4][CH2:5][CH2:6][OH:7].[C:9]1(=[O:16])[O:15][CH2:14][CH2:13][CH2:12][CH2:11][CH2:10]1.C(O)(=O)CCCCC(O)=O.OCCCCCC(O)=O.[OH2:36], predict the reaction product. The product is: [C:6]1(=[O:7])[CH2:5][CH2:4][CH2:3][CH2:2][CH2:1]1.[CH:9]1([OH:16])[CH2:10][CH2:11][CH2:12][CH2:13][CH2:14]1.[O:36]=[O:15]. (3) Given the reactants ClC1C=CC(CN2C(=O)C3C(=CC=CC=3)C(C3C4C(=CC=C(F)C=4)N(CC(O)=O)C=3C)=N2)=CC=1F.[F:36][C:37]1[CH:38]=[C:39]2[C:43](=[CH:44][CH:45]=1)[N:42]([CH2:46][C:47]([O:49][C:50]([CH3:53])([CH3:52])[CH3:51])=[O:48])[C:41]([CH3:54])=[C:40]2[C:55]1[C:64]2[C:59](=[CH:60][CH:61]=[CH:62][CH:63]=2)[C:58]([OH:65])=[N:57][N:56]=1.C(=O)([O-])[O-].[Cs+].[Cs+].Br[CH2:73][CH2:74][C:75]([CH3:78])([OH:77])[CH3:76], predict the reaction product. The product is: [F:36][C:37]1[CH:38]=[C:39]2[C:43](=[CH:44][CH:45]=1)[N:42]([CH2:46][C:47]([O:49][C:50]([CH3:53])([CH3:52])[CH3:51])=[O:48])[C:41]([CH3:54])=[C:40]2[C:55]1[C:64]2[C:59](=[CH:60][CH:61]=[CH:62][CH:63]=2)[C:58](=[O:65])[N:57]([CH2:73][CH2:74][C:75]([OH:77])([CH3:78])[CH3:76])[N:56]=1. (4) Given the reactants [F:1][C@H:2]1[C@H:7]([O:8][C:9]2[CH:10]=[CH:11][CH:12]=[C:13]3[C:18]=2[N:17]=[CH:16][CH:15]=[CH:14]3)[CH2:6][CH2:5][N:4](C(OC(C)(C)C)=O)[CH2:3]1.C(O)(C(F)(F)F)=O.C(Cl)[Cl:34], predict the reaction product. The product is: [ClH:34].[ClH:34].[F:1][C@H:2]1[C@H:7]([O:8][C:9]2[CH:10]=[CH:11][CH:12]=[C:13]3[C:18]=2[N:17]=[CH:16][CH:15]=[CH:14]3)[CH2:6][CH2:5][NH:4][CH2:3]1. (5) The product is: [CH2:1]([N:8]1[CH2:13][CH:12]([CH3:14])[O:11][CH2:10][CH:9]1[CH2:15][C:16]([CH3:19])([OH:17])[CH3:18])[C:2]1[CH:3]=[CH:4][CH:5]=[CH:6][CH:7]=1. Given the reactants [CH2:1]([N:8]1[CH2:13][CH:12]([CH3:14])[O:11][CH2:10][CH:9]1[CH2:15][C:16]([CH3:18])=[O:17])[C:2]1[CH:7]=[CH:6][CH:5]=[CH:4][CH:3]=1.[CH3:19][Mg]Br.[Cl-].[NH4+], predict the reaction product. (6) Given the reactants [Br:1][C:2]1[CH:3]=[C:4]([C:11]([OH:13])=[O:12])[C:5]([C:8]([OH:10])=O)=[N:6][CH:7]=1.C(OC(=O)C)(=O)C, predict the reaction product. The product is: [Br:1][C:2]1[CH:3]=[C:4]2[C:11](=[O:12])[O:13][C:8](=[O:10])[C:5]2=[N:6][CH:7]=1. (7) Given the reactants [C:1]([C:5]1[CH:13]=[CH:12][C:8]([C:9](O)=[O:10])=[CH:7][C:6]=1[O:14][CH3:15])([CH3:4])([CH3:3])[CH3:2].[H-].[H-].[H-].[H-].[Li+].[Al+3], predict the reaction product. The product is: [C:1]([C:5]1[CH:13]=[CH:12][C:8]([CH2:9][OH:10])=[CH:7][C:6]=1[O:14][CH3:15])([CH3:4])([CH3:2])[CH3:3]. (8) Given the reactants [NH2:1][C:2]1[CH:3]=[C:4]([CH:7]=[C:8]([O:11][CH2:12][C:13]2[CH:18]=[CH:17][CH:16]=[CH:15][CH:14]=2)[C:9]=1[CH3:10])[C:5]#[N:6].C([O-])([O-])=O.[Ca+2].[I:24](Cl)(=O)=O.I(Cl)(=O)=O.C([N+](C)(C)C)C1C=CC=CC=1, predict the reaction product. The product is: [NH2:1][C:2]1[C:3]([I:24])=[C:4]([CH:7]=[C:8]([O:11][CH2:12][C:13]2[CH:18]=[CH:17][CH:16]=[CH:15][CH:14]=2)[C:9]=1[CH3:10])[C:5]#[N:6]. (9) Given the reactants [CH2:1]([N:8]1[C:12]2[C:13](=[O:18])[NH:14][CH:15]=[C:16]([Br:17])[C:11]=2[CH:10]=[C:9]1[C:19]([O:21][CH2:22][CH3:23])=[O:20])[C:2]1[CH:7]=[CH:6][CH:5]=[CH:4][CH:3]=1.[H-].[Na+].I[CH3:27], predict the reaction product. The product is: [CH2:1]([N:8]1[C:12]2[C:13](=[O:18])[N:14]([CH3:27])[CH:15]=[C:16]([Br:17])[C:11]=2[CH:10]=[C:9]1[C:19]([O:21][CH2:22][CH3:23])=[O:20])[C:2]1[CH:7]=[CH:6][CH:5]=[CH:4][CH:3]=1. (10) Given the reactants [C:1]1([CH2:7][C:8](=O)[CH2:9][C:10]2[CH:15]=[CH:14][CH:13]=[CH:12][CH:11]=2)[CH:6]=[CH:5][CH:4]=[CH:3][CH:2]=1.B(Cl)([C@@H]1[C@@H](C)[C@H]2C(C)(C)[C@H](C2)C1)[C@@H]1[C@@H](C)[C@H]2C(C)(C)[C@H](C2)C1.[O:39]1CCCC1, predict the reaction product. The product is: [C:1]1([C@H:7]([OH:39])[CH2:8][CH2:9][C:10]2[CH:15]=[CH:14][CH:13]=[CH:12][CH:11]=2)[CH:6]=[CH:5][CH:4]=[CH:3][CH:2]=1.